This data is from Full USPTO retrosynthesis dataset with 1.9M reactions from patents (1976-2016). The task is: Predict the reactants needed to synthesize the given product. (1) Given the product [N:6]1([S:10]([NH:13][C:49](=[O:50])[C:48]2[CH:52]=[C:44]([CH:41]3[CH2:42][CH2:43]3)[C:45]([O:54][CH:55]3[CH2:60][CH2:59][CH2:58][C:57]([CH3:62])([CH3:61])[CH2:56]3)=[CH:46][C:47]=2[F:53])(=[O:12])=[O:11])[CH2:9][CH2:8][CH2:7]1, predict the reactants needed to synthesize it. The reactants are: CS(N)(=O)=O.[N:6]1([S:10]([NH2:13])(=[O:12])=[O:11])[CH2:9][CH2:8][CH2:7]1.C(C1(COC2C(C3CC3)=CC(C(O)=O)=C(F)C=2)C2CC3CC(CC1C3)C2)#N.[CH:41]1([C:44]2[C:45]([O:54][CH:55]3[CH2:60][CH2:59][CH2:58][C:57]([CH3:62])([CH3:61])[CH2:56]3)=[CH:46][C:47]([F:53])=[C:48]([CH:52]=2)[C:49](O)=[O:50])[CH2:43][CH2:42]1. (2) The reactants are: CON(C)C([C:6]1[C:15](=[O:16])[C:14]2[C:9](=[CH:10][CH:11]=[CH:12][CH:13]=2)[N:8]([CH2:17][C:18]2[CH:23]=[CH:22][CH:21]=[C:20]([Br:24])[N:19]=2)[CH:7]=1)=O.I[C:27]1[CH:36]=[CH:35][C:34]2[CH2:33][CH2:32][CH2:31][CH2:30][C:29]=2[N:28]=1.C([Mg]Cl)(C)C.C1C[O:45][CH2:44]C1. Given the product [Br:24][C:20]1[N:19]=[C:18]([CH2:17][N:8]2[C:9]3[C:14](=[CH:13][CH:12]=[CH:11][CH:10]=3)[C:15](=[O:16])[C:6]([C:44]([C:27]3[CH:36]=[CH:35][C:34]4[CH2:33][CH2:32][CH2:31][CH2:30][C:29]=4[N:28]=3)=[O:45])=[CH:7]2)[CH:23]=[CH:22][CH:21]=1, predict the reactants needed to synthesize it. (3) Given the product [Cl:1][C:2]1[CH:3]=[C:4]([N:8]([CH2:9][C:10]2[C:19]3[C:14](=[C:15]([F:20])[CH:16]=[CH:17][CH:18]=3)[NH:13][C:12](=[O:21])[CH:11]=2)[C:27](=[O:28])[C:26]2[CH:30]=[CH:31][C:23]([F:22])=[CH:24][CH:25]=2)[CH:5]=[CH:6][CH:7]=1, predict the reactants needed to synthesize it. The reactants are: [Cl:1][C:2]1[CH:3]=[C:4]([NH:8][CH2:9][C:10]2[C:19]3[C:14](=[C:15]([F:20])[CH:16]=[CH:17][CH:18]=3)[NH:13][C:12](=[O:21])[CH:11]=2)[CH:5]=[CH:6][CH:7]=1.[F:22][C:23]1[CH:31]=[CH:30][C:26]([C:27](Cl)=[O:28])=[CH:25][CH:24]=1. (4) Given the product [Br:1][C:2]1[CH:11]=[C:10]2[C:5]([CH2:6][CH2:7][CH2:8][N:9]2[C:12](=[O:14])[CH3:13])=[CH:4][CH:3]=1, predict the reactants needed to synthesize it. The reactants are: [Br:1][C:2]1[CH:11]=[C:10]2[C:5]([CH2:6][CH2:7][CH2:8][NH:9]2)=[CH:4][CH:3]=1.[C:12](OC(=O)C)(=[O:14])[CH3:13].N1C=CC=CC=1.